This data is from Full USPTO retrosynthesis dataset with 1.9M reactions from patents (1976-2016). The task is: Predict the reactants needed to synthesize the given product. (1) Given the product [CH2:12]([O:14][C:15](=[O:25])[C@@H:16]([CH3:24])[N:17]1[CH2:18][CH2:19][N:11]([C:10]2[C:5]3[O:4][CH2:3][CH2:2][O:1][C:6]=3[CH:7]=[CH:8][CH:9]=2)[CH2:22][CH2:21]1)[CH3:13], predict the reactants needed to synthesize it. The reactants are: [O:1]1[C:6]2[CH:7]=[CH:8][CH:9]=[C:10]([NH2:11])[C:5]=2[O:4][CH2:3][CH2:2]1.[CH2:12]([O:14][C:15](=[O:25])[C@@H:16]([CH3:24])[N:17]([CH2:21][CH2:22]Cl)[CH2:18][CH2:19]Cl)[CH3:13]. (2) The reactants are: [F:1][C:2]([F:30])([F:29])[S:3]([NH:6][CH2:7][C:8]1[S:9][C:10]([C:13]2[CH:18]=[CH:17][C:16]([NH:19][S:20]([C:23]3[CH:28]=[CH:27][CH:26]=[CH:25][CH:24]=3)(=[O:22])=[O:21])=[CH:15][CH:14]=2)=[CH:11][N:12]=1)(=[O:5])=[O:4].NC1C=CC(C2SC(CNS([C:48]([F:51])([F:50])[F:49])(=O)=O)=NC=2)=CC=1.FC(F)(F)C1C=CC(S(Cl)(=O)=O)=CC=1. Given the product [F:49][C:48]([F:51])([F:50])[C:26]1[CH:27]=[CH:28][C:23]([S:20]([NH:19][C:16]2[CH:17]=[CH:18][C:13]([C:10]3[S:9][C:8]([CH2:7][NH:6][S:3]([C:2]([F:29])([F:1])[F:30])(=[O:4])=[O:5])=[N:12][CH:11]=3)=[CH:14][CH:15]=2)(=[O:21])=[O:22])=[CH:24][CH:25]=1, predict the reactants needed to synthesize it. (3) Given the product [Cl:1][C:2]1[NH:6][C:5]([C:7]([NH2:9])=[O:8])=[C:4]([C:10]2[CH:15]=[CH:14][C:13]([NH:16][C:29]([NH:28][C:19]3[CH:20]=[C:21]([C:24]([F:25])([F:27])[F:26])[CH:22]=[CH:23][C:18]=3[F:17])=[O:30])=[CH:12][CH:11]=2)[CH:3]=1, predict the reactants needed to synthesize it. The reactants are: [Cl:1][C:2]1[NH:6][C:5]([C:7]([NH2:9])=[O:8])=[C:4]([C:10]2[CH:15]=[CH:14][C:13]([NH2:16])=[CH:12][CH:11]=2)[CH:3]=1.[F:17][C:18]1[CH:23]=[CH:22][C:21]([C:24]([F:27])([F:26])[F:25])=[CH:20][C:19]=1[N:28]=[C:29]=[O:30]. (4) Given the product [NH2:31][CH2:32][CH2:33][CH2:34][N:4]1[CH:8]=[C:7]([NH:9][C:10]([C:12]2[N:13]=[CH:14][O:15][C:16]=2[C:17]2[CH:18]=[C:19]([CH3:23])[CH:20]=[CH:21][CH:22]=2)=[O:11])[CH:6]=[N:5]1, predict the reactants needed to synthesize it. The reactants are: NCC[N:4]1[CH:8]=[C:7]([NH:9][C:10]([C:12]2[N:13]=[CH:14][O:15][C:16]=2[C:17]2[CH:18]=[C:19]([CH3:23])[CH:20]=[CH:21][CH:22]=2)=[O:11])[CH:6]=[N:5]1.C([NH:31][CH2:32][CH2:33][CH2:34]Br)(OC(C)(C)C)=O. (5) Given the product [Cl:17][C:3]1[CH:4]=[C:5]([CH:14]=[C:15]([CH3:16])[C:2]=1[NH:1][C:27](=[O:28])[CH2:26][C:25]([CH3:31])([CH3:30])[CH3:24])[C:6]([NH:8][C:9]1[S:10][CH:11]=[CH:12][N:13]=1)=[O:7], predict the reactants needed to synthesize it. The reactants are: [NH2:1][C:2]1[C:15]([CH3:16])=[CH:14][C:5]([C:6]([NH:8][C:9]2[S:10][CH:11]=[CH:12][N:13]=2)=[O:7])=[CH:4][C:3]=1[Cl:17].N1C=CC=CC=1.[CH3:24][C:25]([CH3:31])([CH3:30])[CH2:26][C:27](Cl)=[O:28].